This data is from Forward reaction prediction with 1.9M reactions from USPTO patents (1976-2016). The task is: Predict the product of the given reaction. (1) Given the reactants [Cl:1][C:2]1[CH:10]=[C:9]([CH:11]=[O:12])[C:8]2[C:4](=[CH:5][N:6]([CH2:13][O:14][CH2:15][CH2:16][Si:17]([CH3:20])([CH3:19])[CH3:18])[N:7]=2)[CH:3]=1.[CH3:21][Mg]Br, predict the reaction product. The product is: [Cl:1][C:2]1[CH:10]=[C:9]([CH:11]([OH:12])[CH3:21])[C:8]2[C:4](=[CH:5][N:6]([CH2:13][O:14][CH2:15][CH2:16][Si:17]([CH3:20])([CH3:19])[CH3:18])[N:7]=2)[CH:3]=1. (2) Given the reactants Cl[CH2:2][CH:3]=O.CN(C)C=O.[NH2:10][C:11]1[CH:19]=[CH:18][CH:17]=[CH:16][C:12]=1[C:13](=[S:15])[NH2:14].C([O-])(O)=O.[Na+], predict the reaction product. The product is: [S:15]1[CH:3]=[CH:2][N:14]=[C:13]1[C:12]1[CH:16]=[CH:17][CH:18]=[CH:19][C:11]=1[NH2:10]. (3) The product is: [N:1]1[CH:6]=[CH:5][N:4]=[C:3]2[CH2:7][N:8]([C:12]([O:14][CH2:15][CH3:16])=[O:13])[CH:9]=[CH:10][C:2]=12. Given the reactants [N:1]1[CH:6]=[CH:5][N:4]=[C:3]2[CH:7]=[N:8][CH:9]=[CH:10][C:2]=12.Cl[C:12]([O:14][CH2:15][CH3:16])=[O:13].[Li+].[BH4-], predict the reaction product. (4) Given the reactants [C:1]([O:5][C:6]([N:8]1[CH2:13][CH2:12][CH:11]([CH2:14][O:15][C:16]2[N:21]=[CH:20][C:19]([C:22]3[CH:30]=[CH:29][C:25]([C:26](O)=[O:27])=[CH:24][CH:23]=3)=[CH:18][N:17]=2)[CH2:10][CH2:9]1)=[O:7])([CH3:4])([CH3:3])[CH3:2].CCN(CC)CC.[CH3:38][N:39]1[CH2:44][CH2:43][NH:42][CH2:41][CH2:40]1.CN(C(ON1N=NC2C=CC=CC1=2)=[N+](C)C)C.[B-](F)(F)(F)F, predict the reaction product. The product is: [CH3:38][N:39]1[CH2:44][CH2:43][N:42]([C:26]([C:25]2[CH:24]=[CH:23][C:22]([C:19]3[CH:20]=[N:21][C:16]([O:15][CH2:14][CH:11]4[CH2:10][CH2:9][N:8]([C:6]([O:5][C:1]([CH3:3])([CH3:4])[CH3:2])=[O:7])[CH2:13][CH2:12]4)=[N:17][CH:18]=3)=[CH:30][CH:29]=2)=[O:27])[CH2:41][CH2:40]1. (5) Given the reactants C([O:4][CH2:5][C@@H:6]1[C@@H:11]([O:12]C(=O)C)[C@H:10]([O:16]C(=O)C)[C@H:9]([O:20]C(=O)C)[C@@H:8]([CH2:24][C:25](=[O:60])[NH:26][C:27]2[CH:32]=[CH:31][CH:30]=[C:29]([NH:33][C:34](=[O:59])[CH2:35][C@@H:36]3[C@@H:41]([O:42]C(=O)C)[C@@H:40]([O:46]C(=O)C)[C@H:39]([O:50]C(=O)C)[C@@H:38]([CH2:54][O:55]C(=O)C)[O:37]3)[CH:28]=2)[O:7]1)(=O)C.CO[Na], predict the reaction product. The product is: [OH:20][C@H:9]1[C@@H:10]([OH:16])[C@H:11]([OH:12])[C@@H:6]([CH2:5][OH:4])[O:7][C@@H:8]1[CH2:24][C:25]([NH:26][C:27]1[CH:32]=[CH:31][CH:30]=[C:29]([NH:33][C:34](=[O:59])[CH2:35][C@@H:36]2[C@@H:41]([OH:42])[C@@H:40]([OH:46])[C@H:39]([OH:50])[C@@H:38]([CH2:54][OH:55])[O:37]2)[CH:28]=1)=[O:60]. (6) Given the reactants Br[C:2]1[O:6][C:5]([CH2:7][N:8]([CH2:21][C:22]([F:25])([F:24])[F:23])[C:9]2[CH:16]=[CH:15][C:12]([C:13]#[N:14])=[C:11]([C:17]([F:20])([F:19])[F:18])[CH:10]=2)=[CH:4][CH:3]=1.[F:26][C:27]1[CH:28]=[C:29](B(O)O)[CH:30]=[C:31]([F:33])[CH:32]=1.C([O-])(O)=O.[Na+].O, predict the reaction product. The product is: [F:26][C:27]1[CH:28]=[C:29]([C:2]2[O:6][C:5]([CH2:7][N:8]([CH2:21][C:22]([F:24])([F:25])[F:23])[C:9]3[CH:16]=[CH:15][C:12]([C:13]#[N:14])=[C:11]([C:17]([F:20])([F:19])[F:18])[CH:10]=3)=[CH:4][CH:3]=2)[CH:30]=[C:31]([F:33])[CH:32]=1. (7) Given the reactants [CH2:1]([C:3]1[N:4]([CH2:23][C:24]([OH:27])([CH3:26])[CH3:25])[C:5]2[C:14]3[CH:13]=[CH:12][C:11]([CH2:15][CH2:16][C:17]([N:19]([CH3:21])[CH3:20])=[O:18])=[CH:10][C:9]=3[N:8]=[CH:7][C:6]=2[N:22]=1)[CH3:2].ClC1C=C(C=CC=1)C(OO)=O.[OH-].[NH4+:40].C1(C)C=CC(S(Cl)(=O)=O)=CC=1, predict the reaction product. The product is: [NH2:40][C:7]1[C:6]2[N:22]=[C:3]([CH2:1][CH3:2])[N:4]([CH2:23][C:24]([OH:27])([CH3:26])[CH3:25])[C:5]=2[C:14]2[CH:13]=[CH:12][C:11]([CH2:15][CH2:16][C:17]([N:19]([CH3:21])[CH3:20])=[O:18])=[CH:10][C:9]=2[N:8]=1. (8) Given the reactants [CH2:1]([OH:8])[C:2]1[CH:7]=[CH:6][CH:5]=[CH:4][CH:3]=1.C(N(CC)CC)C.[C:16](Cl)(=[O:19])[CH:17]=[CH2:18], predict the reaction product. The product is: [CH2:1]([O:8][C:16](=[O:19])[CH:17]=[CH2:18])[C:2]1[CH:7]=[CH:6][CH:5]=[CH:4][CH:3]=1.